Task: Predict the reaction yield, written as a fraction of the theoretical maximum amount of product (1.0 means a 100% yield; for example, 0.34 means a 34% yield).. Dataset: Reaction yield outcomes from USPTO patents with 853,638 reactions (1) The reactants are [Br:1][C:2]1[C:3]([C:7]2[CH:12]=[CH:11][N:10]=[CH:9][CH:8]=2)=[N:4][NH:5][CH:6]=1.[H-].[Na+].Cl[C:16]1[CH:23]=[CH:22][C:19]([C:20]#[N:21])=[CH:18][N:17]=1. The catalyst is CN(C=O)C.O. The product is [Br:1][C:2]1[C:3]([C:7]2[CH:12]=[CH:11][N:10]=[CH:9][CH:8]=2)=[N:4][N:5]([C:16]2[CH:23]=[CH:22][C:19]([C:20]#[N:21])=[CH:18][N:17]=2)[CH:6]=1. The yield is 0.890. (2) The reactants are Cl[C:2]1[N:7]=[C:6]([Cl:8])[N:5]=[C:4]([Cl:9])[N:3]=1.[Br:10][C:11]1[CH:17]=[C:16]([CH3:18])[CH:15]=[C:14]([Br:19])[C:12]=1[NH2:13]. No catalyst specified. The product is [Cl:9][C:4]1[N:5]=[C:6]([Cl:8])[N:7]=[C:2]([NH:13][C:12]2[C:11]([Br:10])=[CH:17][C:16]([CH3:18])=[CH:15][C:14]=2[Br:19])[N:3]=1. The yield is 0.740. (3) The reactants are Cl.Cl.[CH:3]1([N:7]2[CH2:12][CH2:11][NH:10][CH2:9][CH2:8]2)[CH2:6][CH2:5][CH2:4]1.[C:13]1([C@@H:19]2[CH2:21][C@H:20]2[C:22](Cl)=[O:23])[CH:18]=[CH:17][CH:16]=[CH:15][CH:14]=1.CCOC(C)=O.CCCCCC. The catalyst is C(Cl)Cl. The product is [CH:3]1([N:7]2[CH2:12][CH2:11][N:10]([C:22]([C@@H:20]3[CH2:21][C@H:19]3[C:13]3[CH:18]=[CH:17][CH:16]=[CH:15][CH:14]=3)=[O:23])[CH2:9][CH2:8]2)[CH2:6][CH2:5][CH2:4]1. The yield is 0.570. (4) The reactants are [F:1][C:2]([F:34])([F:33])[CH2:3][CH2:4][CH:5]([NH:22][C:23]1[CH:32]=[CH:31][C:26]([C:27](OC)=[O:28])=[CH:25][N:24]=1)[C:6]1[CH:11]=[CH:10][C:9]([C:12]2[CH:17]=[CH:16][C:15]([C:18]([F:21])([F:20])[F:19])=[CH:14][CH:13]=2)=[CH:8][CH:7]=1.[OH-].[Na+].C(N(CC)CC)C.C1C=NC2N(O)N=NC=2C=1.Cl.[NH2:55][CH2:56][CH2:57][C:58]([O:60][CH3:61])=[O:59].CCN=C=NCCCN(C)C.Cl. The catalyst is CO. The product is [F:33][C:2]([F:1])([F:34])[CH2:3][CH2:4][CH:5]([NH:22][C:23]1[CH:32]=[CH:31][C:26]([C:27]([NH:55][CH2:56][CH2:57][C:58]([O:60][CH3:61])=[O:59])=[O:28])=[CH:25][N:24]=1)[C:6]1[CH:7]=[CH:8][C:9]([C:12]2[CH:17]=[CH:16][C:15]([C:18]([F:19])([F:20])[F:21])=[CH:14][CH:13]=2)=[CH:10][CH:11]=1. The yield is 0.630. (5) The reactants are [C:1](#[N:5])[CH2:2][C:3]#[N:4].[H-].[Na+].[CH:8]1([C:14](Cl)=O)[CH2:13][CH2:12][CH2:11][CH2:10][CH2:9]1.S(OC)(OC)(=O)=O.C(N(CC)CC)C.[CH3:31][NH:32][NH2:33]. The catalyst is O1CCCC1. The product is [NH2:4][C:3]1[N:32]([CH3:31])[N:33]=[C:14]([CH:8]2[CH2:13][CH2:12][CH2:11][CH2:10][CH2:9]2)[C:2]=1[C:1]#[N:5]. The yield is 0.390. (6) The reactants are [NH:1]1[C:5]2[N:6]=[CH:7][CH:8]=[C:9]([OH:10])[C:4]=2[CH:3]=[CH:2]1.C([O-])([O-])=O.[K+].[K+].Cl[C:18]1[C:23]([Cl:24])=[CH:22][C:21]([N+:25]([O-:27])=[O:26])=[CH:20][N:19]=1. The catalyst is CC#N. The product is [Cl:24][C:23]1[C:18]([O:10][C:9]2[CH:8]=[CH:7][N:6]=[C:5]3[NH:1][CH:2]=[CH:3][C:4]=23)=[N:19][CH:20]=[C:21]([N+:25]([O-:27])=[O:26])[CH:22]=1. The yield is 0.540. (7) The catalyst is C(#N)C. The product is [Br:16][C:6]1[CH:7]=[CH:8][C:3]([O:2][CH3:1])=[N:4][CH:5]=1. The reactants are [CH3:1][O:2][C:3]1[CH:8]=[CH:7][CH:6]=[CH:5][N:4]=1.C1C(=O)N([Br:16])C(=O)C1. The yield is 0.840. (8) The reactants are [C:1]([C:5]1[CH:10]=[CH:9][C:8]([N+:11]([O-])=O)=[CH:7][C:6]=1[OH:14])([CH3:4])([CH3:3])[CH3:2].C([O-])=O.[NH4+]. The catalyst is CCO.[Pd]. The product is [C:1]([C:5]1[CH:10]=[CH:9][C:8]([NH2:11])=[CH:7][C:6]=1[OH:14])([CH3:4])([CH3:2])[CH3:3]. The yield is 0.870. (9) The reactants are [CH3:1][O:2][CH:3]([C:7]1[CH:12]=[CH:11][C:10]([C:13]2[N:14]=[N:15][N:16]([CH3:18])[N:17]=2)=[CH:9][CH:8]=1)[C:4]([OH:6])=O.C(N(CC)C(C)C)(C)C.COCCN(S(F)(F)F)CCOC.Cl.[CH3:42][NH:43][O:44][CH3:45].C([O-])(O)=O.[Na+]. The catalyst is C(Cl)Cl. The product is [CH3:45][O:44][N:43]([CH3:42])[C:4](=[O:6])[CH:3]([O:2][CH3:1])[C:7]1[CH:12]=[CH:11][C:10]([C:13]2[N:14]=[N:15][N:16]([CH3:18])[N:17]=2)=[CH:9][CH:8]=1. The yield is 0.420.